From a dataset of Forward reaction prediction with 1.9M reactions from USPTO patents (1976-2016). Predict the product of the given reaction. (1) Given the reactants [C:1]([N:4]1[CH2:7][CH:6]([C:8]2[CH:13]=[CH:12][C:11]([C:14]3[N:23]=[C:22]([O:24][CH2:25][C@H:26]4[O:31][CH2:30][CH2:29][N:28]([C:32](OC(C)(C)C)=[O:33])[CH2:27]4)[C:17]4=[N:18][CH:19]=[CH:20][N:21]=[C:16]4[CH:15]=3)=[CH:10][CH:9]=2)[CH2:5]1)(=[O:3])[CH3:2].[CH2:39](N(CC)CC)C.C(Cl)(=O)C, predict the reaction product. The product is: [C:1]([N:4]1[CH2:7][CH:6]([C:8]2[CH:9]=[CH:10][C:11]([C:14]3[N:23]=[C:22]([O:24][CH2:25][C@@H:26]4[CH2:27][N:28]([C:32](=[O:33])[CH3:39])[CH2:29][CH2:30][O:31]4)[C:17]4=[N:18][CH:19]=[CH:20][N:21]=[C:16]4[CH:15]=3)=[CH:12][CH:13]=2)[CH2:5]1)(=[O:3])[CH3:2]. (2) Given the reactants [NH2:1][C:2]1[C:7]([C:8]([NH2:10])=[O:9])=[C:6]([N:11]2[CH2:16][CH2:15][CH:14]([C:17]3[N:18]([CH3:33])[CH:19]=[C:20]([C:22]4[CH:27]=[CH:26][C:25]([F:28])=[C:24]([C:29]([F:32])([F:31])[F:30])[CH:23]=4)[N:21]=3)[CH2:13][CH2:12]2)[N:5]=[CH:4][N:3]=1.NC1C(C#N)=C(N2CCC([C:49]3[N:50]([CH2:65][CH2:66][N:67]([CH:69](C)C)[CH3:68])[CH:51]=C(C4C=CC(F)=C(C(F)(F)F)C=4)N=3)CC2)N=CN=1, predict the reaction product. The product is: [NH2:1][C:2]1[C:7]([C:8]([NH2:10])=[O:9])=[C:6]([N:11]2[CH2:16][CH2:15][CH:14]([C:17]3[N:18]([CH2:33][CH2:49][N:50]([CH2:65][CH2:66][N:67]([CH3:69])[CH3:68])[CH3:51])[CH:19]=[C:20]([C:22]4[CH:27]=[CH:26][C:25]([F:28])=[C:24]([C:29]([F:32])([F:31])[F:30])[CH:23]=4)[N:21]=3)[CH2:13][CH2:12]2)[N:5]=[CH:4][N:3]=1. (3) Given the reactants [F:1][C:2]1[CH:7]=[CH:6][C:5]([CH2:8][C:9]([C:11]2[CH:16]=[CH:15][N:14]=[CH:13][CH:12]=2)=[O:10])=[CH:4][CH:3]=1.[N:17]([O-])=[O:18].[Na+], predict the reaction product. The product is: [F:1][C:2]1[CH:7]=[CH:6][C:5]([C:8](=[N:17][OH:18])[C:9]([C:11]2[CH:16]=[CH:15][N:14]=[CH:13][CH:12]=2)=[O:10])=[CH:4][CH:3]=1. (4) Given the reactants C([C:4]1[C:5]([CH3:30])([CH3:29])[O:6][C:7]2[C:12]([C:13]=1[C:14]1[CH:19]=[CH:18][C:17]([F:20])=[CH:16][CH:15]=1)=[CH:11][CH:10]=C(NC(=O)OC(C)(C)C)[CH:8]=2)(=O)C.FC1C=CC(B(O)O)=CC=1.[C:41](=[O:44])([O-])[O-].[Cs+].[Cs+], predict the reaction product. The product is: [F:20][C:17]1[CH:16]=[CH:15][C:14]([C:13]2[C:12]3[C:7](=[CH:8][C:41]([OH:44])=[CH:10][CH:11]=3)[O:6][C:5]([CH3:30])([CH3:29])[CH:4]=2)=[CH:19][CH:18]=1. (5) Given the reactants [CH2:1]([C:5]1[CH:13]=[CH:12][C:8]([C:9]([OH:11])=O)=[CH:7][CH:6]=1)[CH2:2][CH2:3][CH3:4].CCN(CC)CC.CN(C(ON1N=NC2C=CC=CC1=2)=[N+](C)C)C.[B-](F)(F)(F)F.C([O-])(=O)C.[O:47]=[C:48]1[C@@H:51]([NH3+:52])[CH2:50][NH:49]1, predict the reaction product. The product is: [CH2:1]([C:5]1[CH:6]=[CH:7][C:8]([C:9]([NH:52][C@H:51]2[CH2:50][NH:49][C:48]2=[O:47])=[O:11])=[CH:12][CH:13]=1)[CH2:2][CH2:3][CH3:4]. (6) The product is: [F:1][C:2]1[CH:3]=[C:4]2[N:14]([S:15]([C:18]3[CH:24]=[CH:23][C:21]([CH3:22])=[CH:20][CH:19]=3)(=[O:17])=[O:16])[CH:13]=[CH:12][C:5]2=[N:6][C:7]=1[CH:8]([NH2:10])[CH3:9]. Given the reactants [F:1][C:2]1[CH:3]=[C:4]2[N:14]([S:15]([C:18]3[CH:24]=[CH:23][C:21]([CH3:22])=[CH:20][CH:19]=3)(=[O:17])=[O:16])[CH:13]=[CH:12][C:5]2=[N:6][C:7]=1[C:8](=[N:10]O)[CH3:9].[NH4+].[Cl-], predict the reaction product. (7) Given the reactants Cl[CH2:2][C:3]([NH:5][C:6]1[CH:11]=[C:10]([C:12]([F:15])([F:14])[F:13])[CH:9]=[CH:8][C:7]=1[OH:16])=[O:4].C(=O)([O-])[O-].[K+].[K+].O, predict the reaction product. The product is: [F:13][C:12]([F:15])([F:14])[C:10]1[CH:9]=[CH:8][C:7]2[O:16][CH2:2][C:3](=[O:4])[NH:5][C:6]=2[CH:11]=1.